This data is from NCI-60 drug combinations with 297,098 pairs across 59 cell lines. The task is: Regression. Given two drug SMILES strings and cell line genomic features, predict the synergy score measuring deviation from expected non-interaction effect. (1) Cell line: SK-OV-3. Drug 2: COC1=C(C=C2C(=C1)N=CN=C2NC3=CC(=C(C=C3)F)Cl)OCCCN4CCOCC4. Synergy scores: CSS=6.51, Synergy_ZIP=-2.79, Synergy_Bliss=-0.926, Synergy_Loewe=-2.30, Synergy_HSA=-2.23. Drug 1: CC1C(C(CC(O1)OC2CC(CC3=C2C(=C4C(=C3O)C(=O)C5=C(C4=O)C(=CC=C5)OC)O)(C(=O)CO)O)N)O.Cl. (2) Synergy scores: CSS=17.4, Synergy_ZIP=-2.10, Synergy_Bliss=-3.32, Synergy_Loewe=-2.50, Synergy_HSA=-0.110. Drug 2: C(CCl)NC(=O)N(CCCl)N=O. Cell line: TK-10. Drug 1: CC1=C2C(C(=O)C3(C(CC4C(C3C(C(C2(C)C)(CC1OC(=O)C(C(C5=CC=CC=C5)NC(=O)OC(C)(C)C)O)O)OC(=O)C6=CC=CC=C6)(CO4)OC(=O)C)O)C)O.